From a dataset of Reaction yield outcomes from USPTO patents with 853,638 reactions. Predict the reaction yield, written as a fraction of the theoretical maximum amount of product (1.0 means a 100% yield; for example, 0.34 means a 34% yield). (1) The yield is 1.00. The product is [Si:1]([O:18][CH2:19][C:20]1([OH:22])[CH2:26][CH2:25]1)([C:14]([CH3:15])([CH3:17])[CH3:16])([C:8]1[CH:9]=[CH:10][CH:11]=[CH:12][CH:13]=1)[C:2]1[CH:7]=[CH:6][CH:5]=[CH:4][CH:3]=1. The reactants are [Si:1]([O:18][CH2:19][C:20]([O:22]CC)=O)([C:14]([CH3:17])([CH3:16])[CH3:15])([C:8]1[CH:13]=[CH:12][CH:11]=[CH:10][CH:9]=1)[C:2]1[CH:7]=[CH:6][CH:5]=[CH:4][CH:3]=1.[CH2:25]([Mg]Br)[CH3:26].[Cl-].[NH4+]. The catalyst is O1CCCC1.CC(C)[O-].CC(C)[O-].CC(C)[O-].CC(C)[O-].[Ti+4]. (2) The catalyst is C1(C)C=CC=CC=1. The product is [CH3:22][C:12]1[CH:17]=[CH:16][C:15]([S:18]([OH:21])(=[O:20])=[O:19])=[CH:14][CH:13]=1. The yield is 0.910. The reactants are NC1(C(O)=O)CCCCC1.O.[C:12]1([CH3:22])[CH:17]=[CH:16][C:15]([S:18]([OH:21])(=[O:20])=[O:19])=[CH:14][CH:13]=1.C(O)C1C=CC=CC=1. (3) The yield is 0.310. The product is [OH:6][C@H:5]([CH2:4][OH:3])[CH2:7][O:8][NH:9][C:10]([C:12]1[O:20][C:19]2[CH:18]=[CH:17][N:16]=[CH:15][C:14]=2[C:13]=1[NH:21][C:22]1[C:23]([F:30])=[CH:24][C:25]([I:29])=[CH:26][C:27]=1[F:28])=[O:11]. The reactants are CC1(C)[O:6][C@@H:5]([CH2:7][O:8][NH:9][C:10]([C:12]2[O:20][C:19]3[CH:18]=[CH:17][N:16]=[CH:15][C:14]=3[C:13]=2[NH:21][C:22]2[C:27]([F:28])=[CH:26][C:25]([I:29])=[CH:24][C:23]=2[F:30])=[O:11])[CH2:4][O:3]1. The catalyst is CO. (4) The reactants are [CH2:1]([CH:8]1[CH2:17][C:16]2[C:11](=[CH:12][CH:13]=[C:14]([F:18])[CH:15]=2)[CH2:10][NH:9]1)[C:2]1[CH:7]=[CH:6][CH:5]=[CH:4][CH:3]=1.[CH2:19]([N:26]([CH2:34][CH:35]=O)[C:27](=[O:33])[O:28][C:29]([CH3:32])([CH3:31])[CH3:30])[C:20]1[CH:25]=[CH:24][CH:23]=[CH:22][CH:21]=1.C(O[BH-](OC(=O)C)OC(=O)C)(=O)C.[Na+].C(O)(=O)C. The catalyst is C1(C)C=CC=CC=1.O. The product is [CH2:19]([N:26]([CH2:34][CH2:35][N:9]1[CH:8]([CH2:1][C:2]2[CH:3]=[CH:4][CH:5]=[CH:6][CH:7]=2)[CH2:17][C:16]2[C:11](=[CH:12][CH:13]=[C:14]([F:18])[CH:15]=2)[CH2:10]1)[C:27](=[O:33])[O:28][C:29]([CH3:30])([CH3:31])[CH3:32])[C:20]1[CH:25]=[CH:24][CH:23]=[CH:22][CH:21]=1. The yield is 0.850. (5) The reactants are O[C:2]1[C:7]([CH3:8])=[N:6][N:5]([CH3:9])[C:4](=[O:10])[CH:3]=1.O=P(Cl)(Cl)[Cl:13]. No catalyst specified. The yield is 0.700. The product is [Cl:13][C:2]1[C:7]([CH3:8])=[N:6][N:5]([CH3:9])[C:4](=[O:10])[CH:3]=1. (6) The yield is 0.370. The reactants are Br[C:2]1[S:6][C:5]([N:7]([C:29]([O:31][C:32]([CH3:35])([CH3:34])[CH3:33])=[O:30])[CH2:8][C@@H:9]([NH:21][C:22](=[O:28])[O:23][C:24]([CH3:27])([CH3:26])[CH3:25])[CH2:10][C:11]2[CH:16]=[CH:15][C:14]([C:17]([F:20])([F:19])[F:18])=[CH:13][CH:12]=2)=[N:4][C:3]=1[C:36]#[C:37][C:38]([OH:41])([CH3:40])[CH3:39].[CH:42]1[C:51]2[C:46](=[CH:47][C:48](B(O)O)=[CH:49][CH:50]=2)[CH:45]=[CH:44][N:43]=1.C(=O)([O-])[O-].[Na+].[Na+].O. The product is [OH:41][C:38]([CH3:40])([CH3:39])[C:37]#[C:36][C:3]1[N:4]=[C:5]([N:7]([C:29]([O:31][C:32]([CH3:35])([CH3:34])[CH3:33])=[O:30])[CH2:8][C@@H:9]([NH:21][C:22](=[O:28])[O:23][C:24]([CH3:27])([CH3:26])[CH3:25])[CH2:10][C:11]2[CH:12]=[CH:13][C:14]([C:17]([F:19])([F:18])[F:20])=[CH:15][CH:16]=2)[S:6][C:2]=1[C:48]1[CH:47]=[C:46]2[C:51](=[CH:50][CH:49]=1)[CH:42]=[N:43][CH:44]=[CH:45]2. The catalyst is O1CCOCC1.